This data is from Peptide-MHC class I binding affinity with 185,985 pairs from IEDB/IMGT. The task is: Regression. Given a peptide amino acid sequence and an MHC pseudo amino acid sequence, predict their binding affinity value. This is MHC class I binding data. (1) The peptide sequence is REAVNHLPREL. The MHC is Mamu-A11 with pseudo-sequence Mamu-A11. The binding affinity (normalized) is 0.663. (2) The peptide sequence is ILMIFISSFL. The MHC is H-2-Dd with pseudo-sequence H-2-Dd. The binding affinity (normalized) is 0.389. (3) The peptide sequence is YNIDRLNAL. The MHC is HLA-A30:01 with pseudo-sequence HLA-A30:01. The binding affinity (normalized) is 0.0847. (4) The peptide sequence is TTFPVNGGY. The MHC is HLA-B58:01 with pseudo-sequence HLA-B58:01. The binding affinity (normalized) is 0.149. (5) The peptide sequence is IFLIITKVF. The MHC is HLA-B15:01 with pseudo-sequence HLA-B15:01. The binding affinity (normalized) is 0.0847. (6) The peptide sequence is MPTYIRNTL. The MHC is HLA-A02:01 with pseudo-sequence HLA-A02:01. The binding affinity (normalized) is 0. (7) The peptide sequence is QRGPRKPI. The MHC is HLA-B27:05 with pseudo-sequence HLA-B27:05. The binding affinity (normalized) is 0.207.